From a dataset of Reaction yield outcomes from USPTO patents with 853,638 reactions. Predict the reaction yield, written as a fraction of the theoretical maximum amount of product (1.0 means a 100% yield; for example, 0.34 means a 34% yield). (1) The reactants are [CH3:1][C:2]1[C@@H:19]([O:20][C:21]([C@H:23]([OH:40])[C@@H:24]([NH:31][C:32]([C:34]2[CH:35]=[CH:36][CH:37]=[CH:38][CH:39]=2)=[O:33])[C:25]2[CH:26]=[CH:27][CH:28]=[CH:29][CH:30]=2)=[O:22])[CH2:18][C@:14]2([OH:41])[C:15]([CH3:17])([CH3:16])[C:3]=1[C@@H:4]([O:59]C(C)=O)[C:5]([C@@:7]1([CH3:58])[C@H:12]([C@@H:13]2[O:42][C:43]([C:45]2[CH:46]=[CH:47][CH:48]=[CH:49][CH:50]=2)=[O:44])[C@:11]2([O:53][C:54]([CH3:56])=[O:55])[CH2:51][O:52][C@@H:10]2[CH2:9][C@@H:8]1[OH:57])=[O:6].OO.C(=O)(O)[O-].[Na+].ClCCl.O. The catalyst is O1CCCC1. The product is [CH3:1][C:2]1[C@@H:19]([O:20][C:21]([C@H:23]([OH:40])[C@@H:24]([NH:31][C:32]([C:34]2[CH:39]=[CH:38][CH:37]=[CH:36][CH:35]=2)=[O:33])[C:25]2[CH:30]=[CH:29][CH:28]=[CH:27][CH:26]=2)=[O:22])[CH2:18][C@:14]2([OH:41])[C:15]([CH3:16])([CH3:17])[C:3]=1[C@@H:4]([OH:59])[C:5]([C@@:7]1([CH3:58])[CH:12]([C@@H:13]2[O:42][C:43]([C:45]2[CH:50]=[CH:49][CH:48]=[CH:47][CH:46]=2)=[O:44])[C@:11]2([O:53][C:54]([CH3:56])=[O:55])[CH2:51][O:52][C@@H:10]2[CH2:9][C@@H:8]1[OH:57])=[O:6]. The yield is 0.930. (2) The reactants are [C:1]([O:5][C:6]([N:8]1[CH2:13][CH2:12][N:11]([C:14]2[C:19]([NH2:20])=[C:18](Cl)[N:17]=[CH:16][N:15]=2)[CH2:10][CH2:9]1)=[O:7])([CH3:4])([CH3:3])[CH3:2].[Si:22]([C:26]#[CH:27])([CH3:25])([CH3:24])[CH3:23]. The catalyst is C1COCC1.Cl[Pd](Cl)([P](C1C=CC=CC=1)(C1C=CC=CC=1)C1C=CC=CC=1)[P](C1C=CC=CC=1)(C1C=CC=CC=1)C1C=CC=CC=1.[Cu]I. The product is [C:1]([O:5][C:6]([N:8]1[CH2:13][CH2:12][N:11]([C:14]2[C:19]([NH2:20])=[C:18]([C:27]#[C:26][Si:22]([CH3:25])([CH3:24])[CH3:23])[N:17]=[CH:16][N:15]=2)[CH2:10][CH2:9]1)=[O:7])([CH3:4])([CH3:3])[CH3:2]. The yield is 0.250. (3) The reactants are Br[C:2]1[CH:25]=[CH:24][C:5]([CH2:6][C:7]2[C:8](=[O:23])[N:9]([CH:17]3[CH2:22][CH2:21][O:20][CH2:19][CH2:18]3)[C:10]([CH3:16])=[N:11][C:12]=2[CH2:13][CH2:14][CH3:15])=[CH:4][CH:3]=1.[C:26]([C:28]1[CH:33]=[CH:32][CH:31]=[CH:30][C:29]=1B(O)O)#[N:27].C(=O)([O-])[O-].[Na+].[Na+].O1CCOCC1. The catalyst is C(OCC)(=O)C.C1C=CC(P(C2C=CC=CC=2)[C-]2C=CC=C2)=CC=1.C1C=CC(P(C2C=CC=CC=2)[C-]2C=CC=C2)=CC=1.Cl[Pd]Cl.[Fe+2].ClCCl. The product is [CH3:16][C:10]1[N:9]([CH:17]2[CH2:22][CH2:21][O:20][CH2:19][CH2:18]2)[C:8](=[O:23])[C:7]([CH2:6][C:5]2[CH:24]=[CH:25][C:2]([C:29]3[C:28]([C:26]#[N:27])=[CH:33][CH:32]=[CH:31][CH:30]=3)=[CH:3][CH:4]=2)=[C:12]([CH2:13][CH2:14][CH3:15])[N:11]=1. The yield is 0.830. (4) The reactants are [NH2:1][C:2]1[CH:3]=[CH:4][C:5]([CH3:24])=[C:6]([C:8]2[CH:9]=[C:10]3[C:14](=[CH:15][CH:16]=2)[C:13](=[O:17])[N:12]([C:18]2[CH:23]=[CH:22][CH:21]=[CH:20][CH:19]=2)[CH2:11]3)[CH:7]=1.[CH:25]1([CH2:28][C:29](O)=[O:30])[CH2:27][CH2:26]1.C1C=CC2N(O)N=NC=2C=1.C1CN([P+](ON2N=NC3C=CC=CC2=3)(N2CCCC2)N2CCCC2)CC1.F[P-](F)(F)(F)(F)F.C(N(CC)C(C)C)(C)C. The catalyst is CN(C=O)C. The product is [CH:25]1([CH2:28][C:29]([NH:1][C:2]2[CH:3]=[CH:4][C:5]([CH3:24])=[C:6]([C:8]3[CH:9]=[C:10]4[C:14](=[CH:15][CH:16]=3)[C:13](=[O:17])[N:12]([C:18]3[CH:23]=[CH:22][CH:21]=[CH:20][CH:19]=3)[CH2:11]4)[CH:7]=2)=[O:30])[CH2:27][CH2:26]1. The yield is 0.620. (5) The catalyst is C1COCC1.CN(P(N(C)C)(N(C)C)=O)C. The product is [C:24]1(/[CH:23]=[CH:22]/[CH2:21][C@H:15]([C@H:14]([OH:13])[CH3:20])[C:16]([O:18][CH3:19])=[O:17])[CH:29]=[CH:28][CH:27]=[CH:26][CH:25]=1. The reactants are C(NC(C)C)(C)C.C([Li])CCC.[OH:13][C@H:14]([CH3:20])[CH2:15][C:16]([O:18][CH3:19])=[O:17].[CH2:21](Br)[CH:22]=[CH:23][C:24]1[CH:29]=[CH:28][CH:27]=[CH:26][CH:25]=1. The yield is 0.850. (6) The reactants are [NH:1]1[CH2:6][CH2:5][CH:4]([N:7]2[C:11]3[CH:12]=[CH:13][CH:14]=[CH:15][C:10]=3[NH:9][C:8]2=[O:16])[CH2:3][CH2:2]1.[C:17](O[C:17]([O:19][C:20]([CH3:23])([CH3:22])[CH3:21])=[O:18])([O:19][C:20]([CH3:23])([CH3:22])[CH3:21])=[O:18]. The catalyst is CN(C=O)C.CCOC(C)=O. The product is [C:20]([O:19][C:17]([N:1]1[CH2:2][CH2:3][CH:4]([N:7]2[C:11]3[CH:12]=[CH:13][CH:14]=[CH:15][C:10]=3[NH:9][C:8]2=[O:16])[CH2:5][CH2:6]1)=[O:18])([CH3:23])([CH3:22])[CH3:21]. The yield is 0.940. (7) The reactants are C(OC([N:8]1[CH2:12][CH2:11][C@@H:10]([O:13][C:14]2[CH:19]=[C:18]([NH:20]C(OC(C)(C)C)=O)[CH:17]=[CH:16][C:15]=2[Cl:28])[CH2:9]1)=O)(C)(C)C.Cl. The catalyst is O1CCOCC1. The product is [NH2:20][C:18]1[CH:17]=[CH:16][C:15]([Cl:28])=[C:14]([CH:19]=1)[O:13][C@@H:10]1[CH2:11][CH2:12][NH:8][CH2:9]1. The yield is 0.750. (8) The reactants are Br[C:2]1[CH:7]=[C:6]([O:8][CH3:9])[CH:5]=[C:4]([F:10])[CH:3]=1.[C:11]([O:15][CH2:16][CH3:17])(=[O:14])[CH:12]=[CH2:13]. The catalyst is C([O-])(=O)C.[Pd+2].C([O-])(=O)C.CC1C=CC=CC=1P(C1C=CC=CC=1C)C1C=CC=CC=1C. The product is [F:10][C:4]1[CH:3]=[C:2](/[CH:13]=[CH:12]/[C:11]([O:15][CH2:16][CH3:17])=[O:14])[CH:7]=[C:6]([O:8][CH3:9])[CH:5]=1. The yield is 0.870.